This data is from Catalyst prediction with 721,799 reactions and 888 catalyst types from USPTO. The task is: Predict which catalyst facilitates the given reaction. (1) Reactant: C(S[C:5]1[CH:10]=[CH:9][CH:8]=[CH:7][C:6]=1[C:11]1[N:12]=[C:13]([C:18]2[O:19][C:20]([C:23]3[CH:28]=[CH:27][CH:26]=[CH:25][CH:24]=3)=[N:21][N:22]=2)[C:14]([NH2:17])=[N:15][CH:16]=1)(C)C.Cl[C:30]1[CH:31]=C(C(OO)=O)C=C[CH:35]=1.[S:40]([O-:44])([O-])(=[O:42])=S.[Na+].[Na+].C(=O)(O)[O-].[Na+]. Product: [CH:30]([S:40]([C:5]1[CH:10]=[CH:9][CH:8]=[CH:7][C:6]=1[C:11]1[N:12]=[C:13]([C:18]2[O:19][C:20]([C:23]3[CH:28]=[CH:27][CH:26]=[CH:25][CH:24]=3)=[N:21][N:22]=2)[C:14]([NH2:17])=[N:15][CH:16]=1)(=[O:44])=[O:42])([CH3:31])[CH3:35]. The catalyst class is: 4. (2) Reactant: [F:1][C:2]1[CH:7]=[CH:6][C:5]([S:8][C:9]2[N:10]=[C:11](O)[C:12]3[C:17]([CH:18]=2)=[CH:16][CH:15]=[CH:14][CH:13]=3)=[CH:4][CH:3]=1.O(Br)[Br:21].[P+5]. Product: [Br:21][C:11]1[C:12]2[C:17](=[CH:16][CH:15]=[CH:14][CH:13]=2)[CH:18]=[C:9]([S:8][C:5]2[CH:6]=[CH:7][C:2]([F:1])=[CH:3][CH:4]=2)[N:10]=1. The catalyst class is: 11. (3) Reactant: [OH:1][C:2]1[C:3]([CH3:12])=[C:4]2[C:8](=[CH:9][CH:10]=1)[C:7](=[O:11])[O:6][CH2:5]2.C(N(CC)CC)C.[F:20][C:21]([F:34])([F:33])[S:22](O[S:22]([C:21]([F:34])([F:33])[F:20])(=[O:24])=[O:23])(=[O:24])=[O:23]. Product: [CH3:12][C:3]1[C:2]([O:1][S:22]([C:21]([F:34])([F:33])[F:20])(=[O:24])=[O:23])=[CH:10][CH:9]=[C:8]2[C:4]=1[CH2:5][O:6][C:7]2=[O:11]. The catalyst class is: 4. (4) Reactant: [C:1]1([CH:7]([C:28]2[CH:33]=[CH:32][CH:31]=[CH:30][CH:29]=2)[C:8]2[CH:9]=[CH:10][C:11](=[O:27])[N:12]([CH2:14][CH2:15][N:16]3C(=O)C4C(=CC=CC=4)C3=O)[CH:13]=2)[CH:6]=[CH:5][CH:4]=[CH:3][CH:2]=1.CCO.O.NN. Product: [NH2:16][CH2:15][CH2:14][N:12]1[CH:13]=[C:8]([CH:7]([C:28]2[CH:29]=[CH:30][CH:31]=[CH:32][CH:33]=2)[C:1]2[CH:2]=[CH:3][CH:4]=[CH:5][CH:6]=2)[CH:9]=[CH:10][C:11]1=[O:27]. The catalyst class is: 1. (5) Product: [CH3:1][O:2][CH2:3][N:4]1[CH:8]=[C:7]([N+:10]([O-:12])=[O:11])[N:6]=[C:5]1[Br:13]. Reactant: [CH3:1][O:2][CH2:3][N:4]1[C:8](Br)=[C:7]([N+:10]([O-:12])=[O:11])[N:6]=[C:5]1[Br:13].O.S([O-])([O-])=O.[Na+].[Na+].C(=O)(O)[O-].[Na+]. The catalyst class is: 9. (6) Reactant: [CH3:1][O:2][C:3](=[O:18])[C:4]1[CH:9]=[C:8]([N+:10]([O-])=O)[CH:7]=[CH:6][C:5]=1[CH2:13][C:14]([O:16][CH3:17])=[O:15].Cl[Sn]Cl. Product: [CH3:1][O:2][C:3](=[O:18])[C:4]1[CH:9]=[C:8]([NH2:10])[CH:7]=[CH:6][C:5]=1[CH2:13][C:14]([O:16][CH3:17])=[O:15]. The catalyst class is: 5. (7) Reactant: N1C([C:6]2[CH:14]=[CH:13][C:9]([C:10]([OH:12])=O)=[CH:8][CH:7]=2)=NN=N1.C1C=C[C:18]2[N:23](O)[N:22]=[N:21]C=2C=1.CC[N:27]=C=NCCCN(C)C.CCN(C(C)C)C(C)C.[CH3:45][C:46]12[CH2:53][CH:50]([NH:51][CH2:52]1)[CH2:49][C:48]([CH3:55])([CH3:54])[CH2:47]2. Product: [N:23]1([C:6]2[CH:7]=[CH:8][C:9]([C:10]([N:51]3[CH2:52][C:46]4([CH3:45])[CH2:53][CH:50]3[CH2:49][C:48]([CH3:55])([CH3:54])[CH2:47]4)=[O:12])=[CH:13][CH:14]=2)[CH:18]=[N:27][N:21]=[N:22]1. The catalyst class is: 1. (8) Reactant: [Cl:1][C:2]1[CH:7]=[CH:6][C:5]([NH:8][C:9]([N:11]2[C:15]3[CH:16]=[CH:17][C:18]([O:20]CC4C=CC=CC=4)=[CH:19][C:14]=3[O:13][CH2:12]2)=[O:10])=[CH:4][C:3]=1[C:28]([F:31])([F:30])[F:29]. Product: [Cl:1][C:2]1[CH:7]=[CH:6][C:5]([NH:8][C:9]([N:11]2[C:15]3[CH:16]=[CH:17][C:18]([OH:20])=[CH:19][C:14]=3[O:13][CH2:12]2)=[O:10])=[CH:4][C:3]=1[C:28]([F:30])([F:29])[F:31]. The catalyst class is: 123.